From a dataset of Human liver microsome stability data. Regression/Classification. Given a drug SMILES string, predict its absorption, distribution, metabolism, or excretion properties. Task type varies by dataset: regression for continuous measurements (e.g., permeability, clearance, half-life) or binary classification for categorical outcomes (e.g., BBB penetration, CYP inhibition). Dataset: hlm. (1) The compound is Cc1cc(/C=C/C#N)cc(C)c1Oc1cc(Nc2ccc(C#N)cc2)c(N)cc1[N+](=O)[O-]. The result is 0 (unstable in human liver microsomes). (2) The compound is CCn1ccc2c(N3CCOCC3)nc(-c3ccc(NC(=O)Nc4ccc(C(=O)N5CCNCC5)cc4)cc3)nc21. The result is 0 (unstable in human liver microsomes). (3) The drug is CC1=CC[C@@]2(C=C1)[C@@H](C(=O)O)CC[C@H]2C1CCCCC1. The result is 0 (unstable in human liver microsomes). (4) The drug is COc1ccc(-c2ccc(CNCCCNc3ccnc4cc(Cl)ccc34)s2)cc1. The result is 1 (stable in human liver microsomes). (5) The result is 0 (unstable in human liver microsomes). The drug is N#Cc1ccccc1Cn1c(N2CCC[C@@H](N)C2)ncc(/C=C/c2cccnc2)c1=O. (6) The drug is Oc1nc2cc(Cl)ccc2n1C1CCN(Cc2ccc(Br)cc2F)CC1. The result is 0 (unstable in human liver microsomes). (7) The molecule is CCP(=O)(OC)c1ccc2nc(-c3ccc4ccccc4c3)oc2c1. The result is 0 (unstable in human liver microsomes). (8) The result is 1 (stable in human liver microsomes). The molecule is CCCOC(=O)N1CCN(C(=O)c2ccc3c(Cl)cc(-c4ccccc4)nc3c2)C[C@H]1C. (9) The drug is COc1nc(-c2ccc(NC(=O)Nc3ccc(C(=O)N4CCNC(C)(C)C4)cc3)cc2)nc(N2CCOCC2)n1. The result is 0 (unstable in human liver microsomes). (10) The compound is CC(C)(C)[C@H]1C(O)=C(C2=NS(=O)(=O)c3c(CNS(C)(=O)=O)cccc32)C(=O)N1Cc1ccc(F)c(Cl)c1. The result is 0 (unstable in human liver microsomes).